From a dataset of Catalyst prediction with 721,799 reactions and 888 catalyst types from USPTO. Predict which catalyst facilitates the given reaction. (1) Reactant: [CH2:1](N(CC)CC)C.IC.[OH:10][CH:11]1[CH2:16][CH2:15][CH2:14][N:13]([C:17]2[CH:26]=[C:25]3[C:20]([CH:21]=[C:22]([C:28]4[CH:33]=[CH:32][CH:31]=[CH:30][C:29]=4[N:34]4[CH2:39][CH2:38][NH:37][CH2:36][CH2:35]4)[NH:23][C:24]3=[O:27])=[CH:19][CH:18]=2)[CH2:12]1. Product: [OH:10][CH:11]1[CH2:16][CH2:15][CH2:14][N:13]([C:17]2[CH:26]=[C:25]3[C:20]([CH:21]=[C:22]([C:28]4[CH:33]=[CH:32][CH:31]=[CH:30][C:29]=4[N:34]4[CH2:39][CH2:38][N:37]([CH3:1])[CH2:36][CH2:35]4)[NH:23][C:24]3=[O:27])=[CH:19][CH:18]=2)[CH2:12]1. The catalyst class is: 10. (2) Reactant: [O:1]1[CH2:3][CH:2]1[CH2:4][N:5]1[C:17]2[CH:16]=[CH:15][CH:14]=[CH:13][C:12]=2[C:11]2[C:6]1=[CH:7][CH:8]=[CH:9][CH:10]=2.[CH2:18]([NH2:24])[C:19]1[O:23][CH:22]=[CH:21][CH:20]=1.C(O)C. Product: [CH:16]1[C:17]2[N:5]([CH2:4][CH:2]([OH:1])[CH2:3][NH:24][CH2:18][C:19]3[O:23][CH:22]=[CH:21][CH:20]=3)[C:6]3[C:11](=[CH:10][CH:9]=[CH:8][CH:7]=3)[C:12]=2[CH:13]=[CH:14][CH:15]=1. The catalyst class is: 5. (3) Reactant: Br.[Br:2][C:3]1[CH:4]=[C:5]([CH2:10]Br)[C:6]([NH2:9])=[N:7][CH:8]=1.Cl.[CH2:13]([O:15][C:16](=[O:20])[C@H:17]([CH3:19])[NH2:18])[CH3:14].C(N(CC)CC)C. Product: [NH2:9][C:6]1[C:5]([CH2:10][NH:18][C@@H:17]([CH3:19])[C:16]([O:15][CH2:13][CH3:14])=[O:20])=[CH:4][C:3]([Br:2])=[CH:8][N:7]=1. The catalyst class is: 3. (4) Product: [NH2:15][C:10]1[CH:11]=[CH:12][CH:13]=[CH:14][C:9]=1[CH2:8][CH2:7][N:5]1[CH:6]=[C:2]([CH3:1])[N:3]=[CH:4]1. The catalyst class is: 71. Reactant: [CH3:1][C:2]1[N:3]=[CH:4][N:5]([CH2:7][CH2:8][C:9]2[CH:14]=[CH:13][CH:12]=[CH:11][C:10]=2[NH:15]C(OC(C)(C)C)=O)[CH:6]=1.OS(O)(=O)=O. (5) Reactant: [Cl:1][C:2]1[CH:3]=[C:4]([C:9]#[C:10][CH:11]=[O:12])[CH:5]=[CH:6][C:7]=1[Cl:8].[CH2:13]([Mg]Br)[CH:14]=[CH2:15]. Product: [Cl:1][C:2]1[CH:3]=[C:4]([C:9]#[C:10][CH:11]([OH:12])[CH2:15][CH:14]=[CH2:13])[CH:5]=[CH:6][C:7]=1[Cl:8]. The catalyst class is: 1. (6) Reactant: C(=O)([O-])[O-].[Na+].[Na+].O1CCOCC1.Cl[C:14]1[N:22]=[C:21]2[C:17]([N:18]=[CH:19][N:20]2[CH2:23][CH:24]2[CH2:26][CH2:25]2)=[C:16]([N:27]2[CH2:32][CH2:31][O:30][CH2:29][CH2:28]2)[N:15]=1.[CH3:33][NH:34][C:35]1[N:40]=[CH:39][C:38](B2OC(C)(C)C(C)(C)O2)=[CH:37][N:36]=1. Product: [CH:24]1([CH2:23][N:20]2[CH:19]=[N:18][C:17]3[C:21]2=[N:22][C:14]([C:38]2[CH:37]=[N:36][C:35]([NH:34][CH3:33])=[N:40][CH:39]=2)=[N:15][C:16]=3[N:27]2[CH2:32][CH2:31][O:30][CH2:29][CH2:28]2)[CH2:26][CH2:25]1. The catalyst class is: 84.